From a dataset of Full USPTO retrosynthesis dataset with 1.9M reactions from patents (1976-2016). Predict the reactants needed to synthesize the given product. (1) Given the product [CH2:17]([NH:9][C@@H:4]([C:5]([O:7][CH3:8])=[O:6])[CH2:3][OH:2])[C:18]1[CH:23]=[CH:22][CH:21]=[CH:20][CH:19]=1, predict the reactants needed to synthesize it. The reactants are: [Cl-].[OH:2][CH2:3][C@@H:4]([NH3+:9])[C:5]([O:7][CH3:8])=[O:6].C(N(CC)CC)C.[CH:17](=O)[C:18]1[CH:23]=[CH:22][CH:21]=[CH:20][CH:19]=1.[BH4-].[Na+].[NH4+].[Cl-]. (2) Given the product [CH3:3][C:2]1[C:6]2[CH:7]=[C:8]([C:9]([O:11][CH3:12])=[O:10])[CH:13]=[CH:14][C:5]=2[O:4][CH:1]=1, predict the reactants needed to synthesize it. The reactants are: [CH2:1]([O:4][C:5]1[CH:14]=[CH:13][C:8]([C:9]([O:11][CH3:12])=[O:10])=[CH:7][C:6]=1I)[CH:2]=[CH2:3].C(O[Na])=O.C(=O)([O-])[O-].[Na+].[Na+]. (3) Given the product [CH3:1][C@@H:2]1[C@@H:7]([O:8][C:9](=[O:14])[C:10]([CH3:13])([CH3:12])[CH3:11])[CH2:6][CH2:5][NH:4][CH2:3]1, predict the reactants needed to synthesize it. The reactants are: [CH3:1][C@H:2]1[C@H:7]([O:8][C:9](=[O:14])[C:10]([CH3:13])([CH3:12])[CH3:11])[CH2:6][CH2:5][NH:4][CH2:3]1.C1C=CC(C(O[C@@H](C(O)=O)[C@@H](OC(C2C=CC=CC=2)=O)C(O)=O)=O)=CC=1. (4) Given the product [CH3:11][O:10][CH:6]1[CH:5]([CH2:3][OH:2])[CH2:9][CH2:8][O:7]1, predict the reactants needed to synthesize it. The reactants are: C[O:2][C:3]([CH:5]1[CH2:9][CH2:8][O:7][CH:6]1[O:10][CH3:11])=O.[H-].[H-].[H-].[H-].[Li+].[Al+3].O.[OH-].[Na+]. (5) Given the product [F:19][C:20]1[CH:28]=[CH:27][C:23]([C:24]([N:15]2[CH2:16][CH2:17][CH2:18][C@H:13]([C:11]3[O:10][N:9]=[C:8]([C:5]4[S:4][C:3]([CH3:2])=[N:7][CH:6]=4)[N:12]=3)[CH2:14]2)=[O:25])=[CH:22][CH:21]=1, predict the reactants needed to synthesize it. The reactants are: Cl.[CH3:2][C:3]1[S:4][C:5]([C:8]2[N:12]=[C:11]([C@H:13]3[CH2:18][CH2:17][CH2:16][NH:15][CH2:14]3)[O:10][N:9]=2)=[CH:6][N:7]=1.[F:19][C:20]1[CH:28]=[CH:27][C:23]([C:24](Cl)=[O:25])=[CH:22][CH:21]=1. (6) Given the product [CH3:1][CH2:2][O:3][C:4]([C:6]1[N:7]([C:23]([O:25][C:26]([CH3:27])([CH3:29])[CH3:28])=[O:24])[C:8]2[C:13]([CH:14]=1)=[C:12]([OH:15])[CH:11]=[CH:10][CH:9]=2)=[O:5], predict the reactants needed to synthesize it. The reactants are: [CH3:1][CH2:2][O:3][C:4]([C:6]1[N:7]([C:23]([O:25][C:26]([CH3:29])([CH3:28])[CH3:27])=[O:24])[C:8]2[C:13]([CH:14]=1)=[C:12]([O:15]CC1C=CC=CC=1)[CH:11]=[CH:10][CH:9]=2)=[O:5].C([O-])=O.[NH4+]. (7) Given the product [Cl:1][C:2]1[CH:3]=[C:4]([N:10]2[C:14]([CH3:15])=[C:13]([CH2:16][OH:17])[C:12]([CH3:19])=[N:11]2)[CH:5]=[CH:6][C:7]=1[C:8]#[N:9], predict the reactants needed to synthesize it. The reactants are: [Cl:1][C:2]1[CH:3]=[C:4]([N:10]2[C:14]([CH3:15])=[C:13]([C:16](Cl)=[O:17])[C:12]([CH3:19])=[N:11]2)[CH:5]=[CH:6][C:7]=1[C:8]#[N:9].[BH4-].[Na+].Cl.